The task is: Predict the product of the given reaction.. This data is from Forward reaction prediction with 1.9M reactions from USPTO patents (1976-2016). (1) Given the reactants Br[C:2]1[CH:7]=[CH:6][C:5]([Br:8])=[CH:4][N:3]=1.[CH3:9][O-:10].[Na+], predict the reaction product. The product is: [Br:8][C:5]1[CH:6]=[CH:7][C:2]([O:10][CH3:9])=[N:3][CH:4]=1. (2) Given the reactants [C:1]([C:5]1[CH:10]=[C:9]([C:11]([CH3:14])([CH3:13])[CH3:12])[CH:8]=[C:7]([CH:15]=NC2C(Br)=CC=CC=2Br)[C:6]=1[OH:25])([CH3:4])([CH3:3])[CH3:2].[F:26][C:27]1[C:33]([F:34])=[C:32]([F:35])[C:31]([F:36])=[C:30]([F:37])[C:28]=1[NH2:29].C(C1C(O)=C(C=C(C(C)(C)C)C=1)C=O)(C)(C)C, predict the reaction product. The product is: [C:1]([C:5]1[CH:10]=[C:9]([C:11]([CH3:14])([CH3:13])[CH3:12])[CH:8]=[C:7]([CH:15]=[N:29][C:28]2[C:27]([F:26])=[C:33]([F:34])[C:32]([F:35])=[C:31]([F:36])[C:30]=2[F:37])[C:6]=1[OH:25])([CH3:4])([CH3:3])[CH3:2].